From a dataset of Reaction yield outcomes from USPTO patents with 853,638 reactions. Predict the reaction yield, written as a fraction of the theoretical maximum amount of product (1.0 means a 100% yield; for example, 0.34 means a 34% yield). The reactants are [NH2:1][C:2]1[N:6]([C:7]2[CH:12]=[CH:11][C:10]([S:13]([CH3:16])(=[O:15])=[O:14])=[CH:9][CH:8]=2)[N:5]=[CH:4][C:3]=1[C:17]#[N:18].[CH3:19][N+:20]([CH3:24])=[C:21](Cl)[Cl:22].[Cl-]. The catalyst is ClCCCl. The product is [Cl:22][C:21]([N:20]([CH3:24])[CH3:19])=[N:1][C:2]1[N:6]([C:7]2[CH:8]=[CH:9][C:10]([S:13]([CH3:16])(=[O:15])=[O:14])=[CH:11][CH:12]=2)[N:5]=[CH:4][C:3]=1[C:17]#[N:18]. The yield is 0.800.